This data is from Peptide-MHC class I binding affinity with 185,985 pairs from IEDB/IMGT. The task is: Regression. Given a peptide amino acid sequence and an MHC pseudo amino acid sequence, predict their binding affinity value. This is MHC class I binding data. (1) The peptide sequence is ITLPISASL. The MHC is BoLA-JSP.1 with pseudo-sequence BoLA-JSP.1. The binding affinity (normalized) is 0.0641. (2) The peptide sequence is DSFAKQPQW. The MHC is HLA-A02:12 with pseudo-sequence HLA-A02:12. The binding affinity (normalized) is 0.0847. (3) The peptide sequence is YQAFRTKVH. The MHC is HLA-A69:01 with pseudo-sequence HLA-A69:01. The binding affinity (normalized) is 0.0847. (4) The peptide sequence is KLNSWDVFG. The MHC is Mamu-A70103 with pseudo-sequence Mamu-A70103. The binding affinity (normalized) is 0.173. (5) The peptide sequence is VGNVYVKF. The MHC is HLA-B44:03 with pseudo-sequence HLA-B44:03. The binding affinity (normalized) is 0.128. (6) The peptide sequence is MHDPHSIPL. The MHC is HLA-B27:03 with pseudo-sequence HLA-B27:03. The binding affinity (normalized) is 0.0847. (7) The peptide sequence is ISAVYFKAK. The MHC is HLA-A31:01 with pseudo-sequence HLA-A31:01. The binding affinity (normalized) is 0.578. (8) The peptide sequence is SFFGPIGKL. The MHC is HLA-A02:01 with pseudo-sequence HLA-A02:01. The binding affinity (normalized) is 0.0289. (9) The peptide sequence is MAWGGSYIA. The MHC is HLA-A02:03 with pseudo-sequence HLA-A02:03. The binding affinity (normalized) is 0.356. (10) The peptide sequence is LYVAGVPEL. The MHC is HLA-A02:03 with pseudo-sequence HLA-A02:03. The binding affinity (normalized) is 0.0847.